From a dataset of NCI-60 drug combinations with 297,098 pairs across 59 cell lines. Regression. Given two drug SMILES strings and cell line genomic features, predict the synergy score measuring deviation from expected non-interaction effect. (1) Drug 1: CC1C(C(CC(O1)OC2CC(CC3=C2C(=C4C(=C3O)C(=O)C5=C(C4=O)C(=CC=C5)OC)O)(C(=O)CO)O)N)O. Drug 2: CC(C)(C1=NC(=CC=C1)N2C3=NC(=NC=C3C(=O)N2CC=C)NC4=CC=C(C=C4)N5CCN(CC5)C)O. Cell line: SK-OV-3. Synergy scores: CSS=72.4, Synergy_ZIP=10.0, Synergy_Bliss=9.09, Synergy_Loewe=-1.36, Synergy_HSA=13.2. (2) Cell line: RPMI-8226. Drug 1: C1=NC(=NC(=O)N1C2C(C(C(O2)CO)O)O)N. Drug 2: C1=CC=C(C=C1)NC(=O)CCCCCCC(=O)NO. Synergy scores: CSS=67.4, Synergy_ZIP=1.82, Synergy_Bliss=1.99, Synergy_Loewe=-3.23, Synergy_HSA=3.95. (3) Drug 1: CN(CCCl)CCCl.Cl. Drug 2: C1CCC(C(C1)N)N.C(=O)(C(=O)[O-])[O-].[Pt+4]. Cell line: MCF7. Synergy scores: CSS=29.8, Synergy_ZIP=-9.51, Synergy_Bliss=-4.67, Synergy_Loewe=-9.32, Synergy_HSA=-0.166. (4) Drug 1: CCCCCOC(=O)NC1=NC(=O)N(C=C1F)C2C(C(C(O2)C)O)O. Drug 2: C1CN(P(=O)(OC1)NCCCl)CCCl. Cell line: UACC62. Synergy scores: CSS=1.35, Synergy_ZIP=0.878, Synergy_Bliss=1.36, Synergy_Loewe=-44.8, Synergy_HSA=-0.741.